This data is from Reaction yield outcomes from USPTO patents with 853,638 reactions. The task is: Predict the reaction yield, written as a fraction of the theoretical maximum amount of product (1.0 means a 100% yield; for example, 0.34 means a 34% yield). (1) The reactants are [I:1][C:2]1[CH:3]=[CH:4][C:5]2[N:6]([CH:8]=[C:9]([NH2:11])[N:10]=2)[N:7]=1.Cl.[CH3:13][N:14]([CH2:16][C:17](Cl)=[O:18])[CH3:15]. The catalyst is CN1CCCC1=O.[OH-].[Na+]. The product is [I:1][C:2]1[CH:3]=[CH:4][C:5]2[N:6]([CH:8]=[C:9]([NH:11][C:17](=[O:18])[CH2:16][N:14]([CH3:15])[CH3:13])[N:10]=2)[N:7]=1. The yield is 0.740. (2) The reactants are [CH3:1][N:2]1[CH2:7][CH2:6][N:5]([C:8]2[CH:9]=[CH:10][C:11]([N+:15]([O-])=O)=[C:12]([CH:14]=2)[NH2:13])[CH2:4][CH2:3]1.Cl.C(O[C:22](=N)[CH2:23][C:24]([O:26][CH2:27][CH3:28])=[O:25])C.Cl.[OH-].[Na+]. No catalyst specified. The product is [CH2:27]([O:26][C:24](=[O:25])[CH2:23][C:22]1[NH:13][C:12]2[CH:14]=[C:8]([N:5]3[CH2:6][CH2:7][N:2]([CH3:1])[CH2:3][CH2:4]3)[CH:9]=[CH:10][C:11]=2[N:15]=1)[CH3:28]. The yield is 0.741.